This data is from Forward reaction prediction with 1.9M reactions from USPTO patents (1976-2016). The task is: Predict the product of the given reaction. (1) Given the reactants [Br:1][C:2]1[C:11]2[C:10]([CH3:13])([CH3:12])[CH2:9][CH:8]=[C:7]([CH:14]([CH3:16])[CH3:15])[C:6]=2[CH:5]=[C:4](/[C:17](/[CH3:25])=[C:18](/[F:24])\[C:19](OCC)=[O:20])[C:3]=1[O:26][CH2:27][CH2:28][CH3:29].[H-].C([Al+]CC(C)C)C(C)C, predict the reaction product. The product is: [Br:1][C:2]1[C:11]2[C:10]([CH3:13])([CH3:12])[CH2:9][CH:8]=[C:7]([CH:14]([CH3:16])[CH3:15])[C:6]=2[CH:5]=[C:4](/[C:17](/[CH3:25])=[C:18](/[F:24])\[CH2:19][OH:20])[C:3]=1[O:26][CH2:27][CH2:28][CH3:29]. (2) Given the reactants [Cl:1][C:2]1[CH:3]=[CH:4][C:5]([CH2:8][O:9][C:10]2[CH:15]=[CH:14][NH:13][C:12](=[O:16])[CH:11]=2)=[N:6][CH:7]=1.Br[C:18]1[CH:26]=[C:25]2[C:21]([C:22]3[CH2:31][CH2:30][N:29]([C:32]([O:34][C:35]([CH3:38])([CH3:37])[CH3:36])=[O:33])[CH2:28][C:23]=3[N:24]2[CH3:27])=[CH:20][CH:19]=1, predict the reaction product. The product is: [Cl:1][C:2]1[CH:3]=[CH:4][C:5]([CH2:8][O:9][C:10]2[CH:15]=[CH:14][N:13]([C:18]3[CH:26]=[C:25]4[C:21]([C:22]5[CH2:31][CH2:30][N:29]([C:32]([O:34][C:35]([CH3:38])([CH3:37])[CH3:36])=[O:33])[CH2:28][C:23]=5[N:24]4[CH3:27])=[CH:20][CH:19]=3)[C:12](=[O:16])[CH:11]=2)=[N:6][CH:7]=1. (3) Given the reactants C([O:8][C:9]([C@H:11]1[CH2:15][CH2:14][CH2:13][N:12]1[C:16](=[O:40])/[C:17](/[CH3:39])=[CH:18]/[CH:19]=[C:20](\[CH3:38])/[C:21]([N:23]1[CH2:27][CH2:26][CH2:25][C@@H:24]1[C:28]([O:30]CC1C=CC=CC=1)=[O:29])=[O:22])=[O:10])C1C=CC=CC=1, predict the reaction product. The product is: [C:28]([C@H:24]1[CH2:25][CH2:26][CH2:27][N:23]1[C:21](=[O:22])/[C:20](/[CH3:38])=[CH:19]/[CH:18]=[C:17](\[CH3:39])/[C:16]([N:12]1[CH2:13][CH2:14][CH2:15][C@@H:11]1[C:9]([OH:10])=[O:8])=[O:40])([OH:30])=[O:29]. (4) Given the reactants [N:1]1([C@:4]23[CH2:39][CH2:38][C@@H:37]([C:40]([CH3:42])=[CH2:41])[C@@H:5]2[CH:6]2[C@@:19]([CH3:22])([CH2:20][CH2:21]3)[C@@:18]3([CH3:23])[C@@H:9]([C@:10]4([CH3:36])[C@@H:15]([CH2:16][CH2:17]3)[C:14]([CH3:25])([CH3:24])[C:13]([C:26]3[CH:35]=[CH:34][C:29]([C:30]([O:32]C)=[O:31])=[CH:28][CH:27]=3)=[CH:12][CH2:11]4)[CH2:8][CH2:7]2)[CH2:3][CH2:2]1.[OH-].[Li+].Cl, predict the reaction product. The product is: [N:1]1([C@:4]23[CH2:39][CH2:38][C@@H:37]([C:40]([CH3:42])=[CH2:41])[C@@H:5]2[CH:6]2[C@@:19]([CH3:22])([CH2:20][CH2:21]3)[C@@:18]3([CH3:23])[C@@H:9]([C@:10]4([CH3:36])[C@@H:15]([CH2:16][CH2:17]3)[C:14]([CH3:24])([CH3:25])[C:13]([C:26]3[CH:27]=[CH:28][C:29]([C:30]([OH:32])=[O:31])=[CH:34][CH:35]=3)=[CH:12][CH2:11]4)[CH2:8][CH2:7]2)[CH2:2][CH2:3]1.